Predict the reactants needed to synthesize the given product. From a dataset of Full USPTO retrosynthesis dataset with 1.9M reactions from patents (1976-2016). (1) The reactants are: [OH:1][CH:2]1[CH2:7][CH2:6][CH:5]([C:8]([O:10][CH2:11][CH3:12])=[O:9])[CH2:4][CH2:3]1.C[N+]1([O-])CCOCC1. Given the product [O:1]=[C:2]1[CH2:7][CH2:6][CH:5]([C:8]([O:10][CH2:11][CH3:12])=[O:9])[CH2:4][CH2:3]1, predict the reactants needed to synthesize it. (2) Given the product [CH3:15][C:16]1[C:17]([CH2:32][N:54]2[C:55](=[O:62])[C:56]3[C:61](=[CH:60][CH:59]=[CH:58][CH:57]=3)[C:53]2=[O:63])=[CH:18][C:19]([C:22]2[CH:27]=[N:26][C:25]([C:28]([F:29])([F:30])[F:31])=[N:24][CH:23]=2)=[N:20][CH:21]=1, predict the reactants needed to synthesize it. The reactants are: CC(OC(/N=N/C(OC(C)C)=O)=O)C.[CH3:15][C:16]1[C:17]([CH2:32]O)=[CH:18][C:19]([C:22]2[CH:23]=[N:24][C:25]([C:28]([F:31])([F:30])[F:29])=[N:26][CH:27]=2)=[N:20][CH:21]=1.C1C=CC(P(C2C=CC=CC=2)C2C=CC=CC=2)=CC=1.[C:53]1(=[O:63])[C:61]2[C:56](=[CH:57][CH:58]=[CH:59][CH:60]=2)[C:55](=[O:62])[NH:54]1. (3) The reactants are: FC(F)(F)S(O[C:7]1[CH:12]=[CH:11][C:10]([N:13]2[C:19](=[O:20])[C:18]3[C:21]([NH2:25])=[N:22][CH:23]=[N:24][C:17]=3[O:16][C@H:15]([CH3:26])[CH2:14]2)=[CH:9][CH:8]=1)(=O)=O.[Cl:29][C:30]1[CH:35]=[CH:34][CH:33]=[CH:32][C:31]=1B(O)O.P([O-])([O-])([O-])=O.[K+].[K+].[K+].CO. Given the product [NH2:25][C:21]1[C:18]2[C:19](=[O:20])[N:13]([C:10]3[CH:11]=[CH:12][C:7]([C:31]4[CH:32]=[CH:33][CH:34]=[CH:35][C:30]=4[Cl:29])=[CH:8][CH:9]=3)[CH2:14][C@@H:15]([CH3:26])[O:16][C:17]=2[N:24]=[CH:23][N:22]=1, predict the reactants needed to synthesize it. (4) Given the product [CH3:1][C@:2]12[C:3]([CH3:12])([CH3:11])[CH:4]([CH2:5][CH2:6]1)[C:7](=[O:10])[N:8]([CH3:9])[C:13]2=[O:15], predict the reactants needed to synthesize it. The reactants are: [CH3:1][C@@:2]1([C:13]([OH:15])=O)[CH2:6][CH2:5][C@H:4]([C:7](=[O:10])[NH:8][CH3:9])[C:3]1([CH3:12])[CH3:11].C(Cl)(=O)C.